This data is from Reaction yield outcomes from USPTO patents with 853,638 reactions. The task is: Predict the reaction yield, written as a fraction of the theoretical maximum amount of product (1.0 means a 100% yield; for example, 0.34 means a 34% yield). (1) The product is [CH3:20][O:21][C:22]1[CH:23]=[C:24]2[C:28](=[CH:29][CH:30]=1)[CH2:27][N:26]([C:2]1[N:7]=[C:6]([NH:8][C:9]3[CH:10]=[C:11]4[C:15](=[CH:16][CH:17]=3)[NH:14][N:13]=[CH:12]4)[C:5]([CH3:18])=[C:4]([CH3:19])[N:3]=1)[CH2:25]2. The reactants are Cl[C:2]1[N:7]=[C:6]([NH:8][C:9]2[CH:10]=[C:11]3[C:15](=[CH:16][CH:17]=2)[NH:14][N:13]=[CH:12]3)[C:5]([CH3:18])=[C:4]([CH3:19])[N:3]=1.[CH3:20][O:21][C:22]1[CH:23]=[C:24]2[C:28](=[CH:29][CH:30]=1)[CH2:27][NH:26][CH2:25]2.C([O-])([O-])=O.[K+].[K+]. The catalyst is CC#N. The yield is 0.300. (2) The reactants are [Cl:1][C:2]1[CH:7]=[C:6]([Cl:8])[CH:5]=[CH:4][C:3]=1[C:9]1[C:17]2[C:13](=[C:14]([C:19]([NH:21][NH2:22])=[O:20])[N:15]([CH3:18])[N:16]=2)[CH:12]=[CH:11][CH:10]=1.[CH3:23]OC(OC)OC.O.C1(C)C=CC(S(O)(=O)=O)=CC=1. The yield is 0.390. No catalyst specified. The product is [Cl:1][C:2]1[CH:7]=[C:6]([Cl:8])[CH:5]=[CH:4][C:3]=1[C:9]1[C:17]2[C:13](=[C:14]([C:19]3[O:20][CH:23]=[N:22][N:21]=3)[N:15]([CH3:18])[N:16]=2)[CH:12]=[CH:11][CH:10]=1. (3) The reactants are C([Li])(C)(C)C.[CH3:6][C:7]([CH3:18])([CH3:17])[C:8]([NH:10][C:11]1[CH:16]=[CH:15][CH:14]=[CH:13][N:12]=1)=[O:9].N1(C=O)CC[O:22][CH2:21]C1.O. The catalyst is C(OCC)C.O1CCCC1. The product is [CH:21]([C:16]1[C:11]([NH:10][C:8](=[O:9])[C:7]([CH3:18])([CH3:17])[CH3:6])=[N:12][CH:13]=[CH:14][CH:15]=1)=[O:22]. The yield is 0.850. (4) The reactants are [Cl:1][C:2]1[C:7]([C:8]2[CH:13]=[CH:12][C:11]([F:14])=[CH:10][C:9]=2[F:15])=[C:6](Cl)[N:5]2[N:17]=[C:18]([CH3:20])[N:19]=[C:4]2[N:3]=1.O.C1COCC1.[NH4+].[Cl-]. The catalyst is C(O)C.[Zn]. The product is [Cl:1][C:2]1[C:7]([C:8]2[CH:13]=[CH:12][C:11]([F:14])=[CH:10][C:9]=2[F:15])=[CH:6][N:5]2[N:17]=[C:18]([CH3:20])[N:19]=[C:4]2[N:3]=1. The yield is 0.516.